Dataset: HIV replication inhibition screening data with 41,000+ compounds from the AIDS Antiviral Screen. Task: Binary Classification. Given a drug SMILES string, predict its activity (active/inactive) in a high-throughput screening assay against a specified biological target. (1) The compound is CC1=CC(=O)N(c2c(C)cccc2Cl)C(C)N1. The result is 0 (inactive). (2) The compound is CC1=Nc2ccc(C)cc2N=C(C)C1. The result is 0 (inactive). (3) The result is 0 (inactive). The compound is Cc1ccc(-c2cssc2=S)cc1. (4) The molecule is COc1ccc(C(=O)C(C(=O)C(=O)NC2C3CC4CC(C3)CC2C4)c2ccc(OC)cc2)cc1. The result is 0 (inactive). (5) The drug is C#CC(O)C=CC(O)CCCC(O)CC#CC(O)C#CC(O)CCCC(O)C=CCCCC(=O)CCCCCCCCCCCCCCCC(O)C(O)C#CC(=O)O. The result is 1 (active). (6) The molecule is COc1ccc2cc1Oc1ccc(cc1)CC1c3cc(c(OC)cc3CCN1C)Oc1c3c(cc4c1C(C2)N(C)CC4)OCO3. The result is 0 (inactive). (7) The molecule is CC(=O)OCC1CCC(=C2C(=O)OC(C)(C)OC2=O)N1. The result is 0 (inactive). (8) The compound is CSC1(CC(=O)N2CCCCC2)C(=O)Nc2ccccc21. The result is 0 (inactive). (9) The molecule is COc1cc(C=Cc2nc(N)nnc2C)cc(OC)c1OC. The result is 0 (inactive).